From a dataset of TCR-epitope binding with 47,182 pairs between 192 epitopes and 23,139 TCRs. Binary Classification. Given a T-cell receptor sequence (or CDR3 region) and an epitope sequence, predict whether binding occurs between them. The TCR CDR3 sequence is CASSQIGGSDYGYTF. The epitope is GLCTLVAML. Result: 1 (the TCR binds to the epitope).